From a dataset of Forward reaction prediction with 1.9M reactions from USPTO patents (1976-2016). Predict the product of the given reaction. (1) The product is: [Br:23][C:20]1[CH:21]=[CH:22][C:2]2[N:1]=[C:14]([N:28]3[CH2:29][CH2:30][N:25]([CH3:24])[CH2:26][CH2:27]3)[C:6]3[C:7]4[CH:13]=[CH:12][CH:11]=[CH:10][C:8]=4[S:9][C:5]=3[NH:4][C:3]=2[CH:19]=1. Given the reactants [NH2:1][C:2]1[CH:22]=[CH:21][C:20]([Br:23])=[CH:19][C:3]=1[NH:4][C:5]1[S:9][C:8]2[CH:10]=[CH:11][CH:12]=[CH:13][C:7]=2[C:6]=1[C:14](OCC)=O.[CH3:24][N:25]1[CH2:30][CH2:29][NH:28][CH2:27][CH2:26]1.C1(OC)C=CC=CC=1, predict the reaction product. (2) Given the reactants [NH2:1][C:2]1[C:6]([C:7]([O:9][CH2:10][CH3:11])=[O:8])=[CH:5][N:4]([CH:12]2[CH2:16][CH2:15][CH2:14][CH2:13]2)[N:3]=1.[CH3:17][O:18][C:19]1[CH:28]=[CH:27][C:22]([CH2:23][N:24]=[C:25]=[O:26])=[CH:21][CH:20]=1.C(N(CC)CC)C, predict the reaction product. The product is: [CH:12]1([N:4]2[CH:5]=[C:6]([C:7]([O:9][CH2:10][CH3:11])=[O:8])[C:2]([NH:1][C:25]([NH:24][CH2:23][C:22]3[CH:27]=[CH:28][C:19]([O:18][CH3:17])=[CH:20][CH:21]=3)=[O:26])=[N:3]2)[CH2:16][CH2:15][CH2:14][CH2:13]1. (3) Given the reactants [Cl:1][C:2]1[CH:7]=[CH:6][CH:5]=[CH:4][C:3]=1[CH:8]=[CH:9][CH2:10][CH2:11][CH2:12][C:13]#[C:14][C:15](=[O:17])[CH3:16], predict the reaction product. The product is: [Cl:1][C:2]1[CH:7]=[CH:6][CH:5]=[C:4]2[C:3]=1[CH:8]=[C:9]1[CH2:10][CH2:11][CH2:12][C:13]1=[C:14]2[C:15](=[O:17])[CH3:16]. (4) Given the reactants [C:1]1([C:7]2[O:8][C:9]([C:15]([F:18])([F:17])[F:16])=[C:10]([C:12]([OH:14])=O)[N:11]=2)[CH:6]=[CH:5][CH:4]=[CH:3][CH:2]=1.[CH:19]([N:22]([CH3:30])[C:23]1[CH:28]=[CH:27][C:26]([NH2:29])=[CH:25][N:24]=1)([CH3:21])[CH3:20], predict the reaction product. The product is: [CH:19]([N:22]([CH3:30])[C:23]1[N:24]=[CH:25][C:26]([NH:29][C:12]([C:10]2[N:11]=[C:7]([C:1]3[CH:2]=[CH:3][CH:4]=[CH:5][CH:6]=3)[O:8][C:9]=2[C:15]([F:18])([F:17])[F:16])=[O:14])=[CH:27][CH:28]=1)([CH3:21])[CH3:20].